Predict the product of the given reaction. From a dataset of Forward reaction prediction with 1.9M reactions from USPTO patents (1976-2016). (1) The product is: [Cl:47][C:45]1[CH:40]=[CH:39][CH:6]=[CH:8][C:9]=1[NH:10][C:6]([C:8]1[CH:9]=[N:10][N:11]2[C:16]([C:17]([NH:18][C@@H:19]3[C:27]4[C:22](=[C:23]([CH3:35])[C:24]([C:28]([OH:30])=[O:29])=[CH:25][CH:26]=4)[CH2:21][CH2:20]3)=[O:36])=[CH:15][C:14]([CH3:37])=[N:13][C:12]=12)=[O:7]. Given the reactants C(O[C:6]([C:8]1[CH:9]=[N:10][N:11]2[C:16]([C:17](=[O:36])[NH:18][C@@H:19]3[C:27]4[C:22](=[C:23]([CH3:35])[C:24]([C:28]([O:30]C(C)(C)C)=[O:29])=[CH:25][CH:26]=4)[CH2:21][CH2:20]3)=[CH:15][C:14]([CH3:37])=[N:13][C:12]=12)=[O:7])(C)(C)C.F[C:39](F)(F)[C:40](O)=O.[CH2:45]([Cl:47])Cl, predict the reaction product. (2) Given the reactants [C:1]([C:5]1[CH:6]=[C:7]2[C:12](=[CH:13][CH:14]=1)[N:11]=[CH:10][C:9]([C:15]([O:17][CH2:18][CH3:19])=[O:16])=[C:8]2Cl)([CH3:4])([CH3:3])[CH3:2].C(N(CC)CC)C, predict the reaction product. The product is: [C:1]([C:5]1[CH:6]=[C:7]2[C:12](=[CH:13][CH:14]=1)[N:11]=[CH:10][C:9]([C:15]([O:17][CH2:18][CH3:19])=[O:16])=[CH:8]2)([CH3:4])([CH3:2])[CH3:3]. (3) The product is: [O:19]([CH2:16][C:17]#[C:18][C:2]1[S:6][CH:5]=[C:4]([C:7]([O:9][C:10]2[CH:15]=[CH:14][CH:13]=[CH:12][CH:11]=2)=[O:8])[CH:3]=1)[C:20]1[CH:25]=[CH:24][CH:23]=[CH:22][CH:21]=1. Given the reactants Br[C:2]1[S:6][CH:5]=[C:4]([C:7]([O:9][C:10]2[CH:15]=[CH:14][CH:13]=[CH:12][CH:11]=2)=[O:8])[CH:3]=1.[CH2:16]([O:19][C:20]1[CH:25]=[CH:24][CH:23]=[CH:22][CH:21]=1)[C:17]#[CH:18].C1(P(C2C=CC=CC=2)C2C=CC=CC=2)C=CC=CC=1.C(N(CC)CC)C, predict the reaction product. (4) Given the reactants Br[C:2]1[CH:3]=[N:4][N:5]([CH3:19])[C:6]=1[C:7]1[CH:8]=[C:9]([C:15]([O:17][CH3:18])=[O:16])[S:10][C:11]=1[CH2:12][CH2:13][CH3:14].[C:20](=O)([O-])[O-].[K+].[K+].CB1OB(C)OB(C)O1, predict the reaction product. The product is: [CH3:19][N:5]1[C:6]([C:7]2[CH:8]=[C:9]([C:15]([O:17][CH3:18])=[O:16])[S:10][C:11]=2[CH2:12][CH2:13][CH3:14])=[C:2]([CH3:20])[CH:3]=[N:4]1. (5) Given the reactants C[O:2][C:3](=[O:32])[CH2:4][CH2:5][CH2:6][CH2:7][CH2:8][O:9][C:10]1[CH:11]=[CH:12][C:13]2[N:17]=[C:16]([S:18]([CH2:21][CH2:22][CH3:23])(=[O:20])=[O:19])[N:15]([C:24]3[CH:29]=[CH:28][C:27]([CH3:30])=[CH:26][CH:25]=3)[C:14]=2[CH:31]=1.[OH-].[Li+], predict the reaction product. The product is: [CH3:30][C:27]1[CH:28]=[CH:29][C:24]([N:15]2[C:14]3[CH:31]=[C:10]([O:9][CH2:8][CH2:7][CH2:6][CH2:5][CH2:4][C:3]([OH:32])=[O:2])[CH:11]=[CH:12][C:13]=3[N:17]=[C:16]2[S:18]([CH2:21][CH2:22][CH3:23])(=[O:19])=[O:20])=[CH:25][CH:26]=1.